From a dataset of Forward reaction prediction with 1.9M reactions from USPTO patents (1976-2016). Predict the product of the given reaction. (1) The product is: [Cl:1][C:2]1[N:7]=[N:6][C:5]([N:8]2[CH2:13][CH2:12][N:11]([C:32]([N:26]3[CH2:31][CH2:30][CH2:29][CH2:28][CH2:27]3)=[O:33])[C@@H:10]([CH3:14])[CH2:9]2)=[C:4]2[CH:15]=[N:16][CH:17]=[CH:18][C:3]=12. Given the reactants [Cl:1][C:2]1[N:7]=[N:6][C:5]([N:8]2[CH2:13][CH2:12][NH:11][C@@H:10]([CH3:14])[CH2:9]2)=[C:4]2[CH:15]=[N:16][CH:17]=[CH:18][C:3]=12.C(N(CC)CC)C.[N:26]1([C:32](Cl)=[O:33])[CH2:31][CH2:30][CH2:29][CH2:28][CH2:27]1, predict the reaction product. (2) Given the reactants [F:1][C:2]1[CH:3]=[CH:4][C:5]([CH3:19])=[C:6]([C:8]2[CH:17]=[C:16]3[C:11]([CH:12]=[C:13]([NH2:18])[N:14]=[CH:15]3)=[CH:10][CH:9]=2)[CH:7]=1.ClCCCl.C(N(CC)CC)C.Cl[C:32]([O:34][C:35]1[CH:40]=[CH:39][C:38]([N+:41]([O-:43])=[O:42])=[CH:37][CH:36]=1)=[O:33].N1C=CC=CC=1, predict the reaction product. The product is: [F:1][C:2]1[CH:3]=[CH:4][C:5]([CH3:19])=[C:6]([C:8]2[CH:17]=[C:16]3[C:11]([CH:12]=[C:13]([NH:18][C:32](=[O:33])[O:34][C:35]4[CH:36]=[CH:37][C:38]([N+:41]([O-:43])=[O:42])=[CH:39][CH:40]=4)[N:14]=[CH:15]3)=[CH:10][CH:9]=2)[CH:7]=1. (3) Given the reactants [Cl:1][C:2]1[C:9]([Cl:10])=[CH:8][C:7]([Cl:11])=[CH:6][C:3]=1[CH:4]=O.Cl.[NH2:13][OH:14], predict the reaction product. The product is: [Cl:1][C:2]1[C:9]([Cl:10])=[CH:8][C:7]([Cl:11])=[CH:6][C:3]=1[CH:4]=[N:13][OH:14]. (4) Given the reactants C([O-])(=O)C([O-])=O.C([O:14][C:15]1[CH:20]=[CH:19][C:18]([CH:21]([OH:40])[CH2:22][NH:23][C:24]([CH3:39])([CH3:38])[CH2:25][CH2:26][N:27]2[CH:31]=[C:30]([C:32]3[CH:37]=[CH:36][CH:35]=[CH:34][CH:33]=3)[N:29]=[CH:28]2)=[CH:17][C:16]=1[NH:41][S:42]([CH3:45])(=[O:44])=[O:43])C1C=CC=CC=1.[H][H], predict the reaction product. The product is: [CH3:39][C:24]([NH:23][CH2:22][CH:21]([C:18]1[CH:19]=[CH:20][C:15]([OH:14])=[C:16]([NH:41][S:42]([CH3:45])(=[O:44])=[O:43])[CH:17]=1)[OH:40])([CH3:38])[CH2:25][CH2:26][N:27]1[CH:31]=[C:30]([C:32]2[CH:33]=[CH:34][CH:35]=[CH:36][CH:37]=2)[N:29]=[CH:28]1.